This data is from Forward reaction prediction with 1.9M reactions from USPTO patents (1976-2016). The task is: Predict the product of the given reaction. Given the reactants [H-].[Na+].[CH2:3]([N:10]([CH:22]1[CH2:28][CH2:27][CH2:26][C:25]2[C:29]([OH:33])=[CH:30][CH:31]=[CH:32][C:24]=2[CH2:23]1)[CH2:11][C@H:12]([OH:21])[CH2:13][O:14][C:15]1[CH:20]=[CH:19][CH:18]=[CH:17][CH:16]=1)[C:4]1[CH:9]=[CH:8][CH:7]=[CH:6][CH:5]=1.Br[CH2:35][C:36]([O:38][CH2:39][CH3:40])=[O:37], predict the reaction product. The product is: [CH2:3]([N:10]([CH:22]1[CH2:28][CH2:27][CH2:26][C:25]2[C:29]([O:33][CH2:35][C:36]([O:38][CH2:39][CH3:40])=[O:37])=[CH:30][CH:31]=[CH:32][C:24]=2[CH2:23]1)[CH2:11][C@H:12]([OH:21])[CH2:13][O:14][C:15]1[CH:20]=[CH:19][CH:18]=[CH:17][CH:16]=1)[C:4]1[CH:9]=[CH:8][CH:7]=[CH:6][CH:5]=1.